This data is from Reaction yield outcomes from USPTO patents with 853,638 reactions. The task is: Predict the reaction yield, written as a fraction of the theoretical maximum amount of product (1.0 means a 100% yield; for example, 0.34 means a 34% yield). The reactants are [F:1][C:2]1[CH:7]=[C:6]([F:8])[CH:5]=[CH:4][C:3]=1[C:9](=O)[CH2:10][C:11]1[CH:12]=[CH:13][C:14]2[N:15]([C:17]([CH:20]([CH3:22])[CH3:21])=[N:18][N:19]=2)[N:16]=1.Cl.[Cl:25][C:26]1[CH:31]=[CH:30][CH:29]=[C:28]([Cl:32])[C:27]=1[NH:33][NH2:34].[CH3:35]OC(OC)N(C)C.O. The catalyst is CCO. The product is [Cl:25][C:26]1[CH:31]=[CH:30][CH:29]=[C:28]([Cl:32])[C:27]=1[N:33]1[CH:35]=[C:10]([C:11]2[CH:12]=[CH:13][C:14]3[N:15]([C:17]([CH:20]([CH3:22])[CH3:21])=[N:18][N:19]=3)[N:16]=2)[C:9]([C:3]2[CH:4]=[CH:5][C:6]([F:8])=[CH:7][C:2]=2[F:1])=[N:34]1. The yield is 0.350.